From a dataset of NCI-60 drug combinations with 297,098 pairs across 59 cell lines. Regression. Given two drug SMILES strings and cell line genomic features, predict the synergy score measuring deviation from expected non-interaction effect. (1) Drug 1: C1=CC(=CC=C1CC(C(=O)O)N)N(CCCl)CCCl.Cl. Drug 2: CC1=C(C(CCC1)(C)C)C=CC(=CC=CC(=CC(=O)O)C)C. Cell line: SK-MEL-2. Synergy scores: CSS=2.11, Synergy_ZIP=0.576, Synergy_Bliss=1.72, Synergy_Loewe=-1.70, Synergy_HSA=-1.70. (2) Drug 1: CC1=C(C=C(C=C1)NC2=NC=CC(=N2)N(C)C3=CC4=NN(C(=C4C=C3)C)C)S(=O)(=O)N.Cl. Drug 2: CC1=C(N=C(N=C1N)C(CC(=O)N)NCC(C(=O)N)N)C(=O)NC(C(C2=CN=CN2)OC3C(C(C(C(O3)CO)O)O)OC4C(C(C(C(O4)CO)O)OC(=O)N)O)C(=O)NC(C)C(C(C)C(=O)NC(C(C)O)C(=O)NCCC5=NC(=CS5)C6=NC(=CS6)C(=O)NCCC[S+](C)C)O. Cell line: SNB-75. Synergy scores: CSS=3.23, Synergy_ZIP=-2.97, Synergy_Bliss=-5.63, Synergy_Loewe=-7.34, Synergy_HSA=-4.50.